This data is from Full USPTO retrosynthesis dataset with 1.9M reactions from patents (1976-2016). The task is: Predict the reactants needed to synthesize the given product. (1) Given the product [Cl:55][C:51]1[CH:50]=[C:49]([CH:54]=[CH:53][CH:52]=1)[CH2:48][N:45]1[CH2:46][CH2:47][N:42]2[CH:41]=[C:40]([C:57]([O:59][CH3:60])=[O:58])[C:39](=[O:61])[C:38]([OH:37])=[C:43]2[C:44]1=[O:56], predict the reactants needed to synthesize it. The reactants are: C(OC1C(=O)C(Br)=CN2CCN(CC3C=CC=C(Cl)C=3)C(=O)C=12)C1C=CC=CC=1.C([O:37][C:38]1[C:39](=[O:61])[C:40]([C:57]([O:59][CH3:60])=[O:58])=[CH:41][N:42]2[CH2:47][CH2:46][N:45]([CH2:48][C:49]3[CH:54]=[CH:53][CH:52]=[C:51]([Cl:55])[CH:50]=3)[C:44](=[O:56])[C:43]=12)C1C=CC=CC=1. (2) Given the product [Br:10][C:9]1([Br:12])[CH2:1][C:2]1([CH3:3])[CH2:4][CH2:5][CH2:6][CH2:7][CH3:8], predict the reactants needed to synthesize it. The reactants are: [CH3:1][C:2]([CH2:4][CH2:5][CH2:6][CH2:7][CH3:8])=[CH2:3].[CH:9]([Br:12])(Br)[Br:10].[OH-].[Na+]. (3) Given the product [F:28][C:25]1[C:26]2[CH:16]([CH2:15][N:12]3[CH2:13][CH2:14][C@H:10]([CH2:9][NH2:5])[CH2:11]3)[CH2:17][N:18]3[C:27]=2[C:22]([CH:21]=[CH:20][C:19]3=[O:29])=[CH:23][CH:24]=1, predict the reactants needed to synthesize it. The reactants are: CC([N:5]([CH2:9][C@@H:10]1[CH2:14][CH2:13][N:12]([CH2:15][CH:16]2[C:26]3=[C:27]4[C:22](=[CH:23][CH:24]=[C:25]3[F:28])[CH:21]=[CH:20][C:19](=[O:29])[N:18]4[CH2:17]2)[CH2:11]1)C(=O)[O-])(C)C.FC(F)(F)C(O)=O. (4) Given the product [Cl:1][C:2]1[CH:3]=[CH:4][C:5]2[C:11]3[N:22]=[C:21]([NH:20][C:24]4[CH:32]=[CH:31][C:27]([C:28]([OH:30])=[O:29])=[CH:26][CH:25]=4)[N:23]=[CH:13][C:10]=3[CH2:9][C:8](=[O:17])[N:7]([CH3:18])[C:6]=2[CH:19]=1, predict the reactants needed to synthesize it. The reactants are: [Cl:1][C:2]1[CH:3]=[CH:4][C:5]2[C:11](=O)[C:10](=[CH:13]N(C)C)[CH2:9][C:8](=[O:17])[N:7]([CH3:18])[C:6]=2[CH:19]=1.[NH:20]([C:24]1[CH:32]=[CH:31][C:27]([C:28]([OH:30])=[O:29])=[CH:26][CH:25]=1)[C:21]([NH2:23])=[NH:22]. (5) Given the product [Cl:19][C:20]1[CH:27]=[CH:26][CH:25]=[CH:24][C:21]=1[CH2:22][N:7]1[C:8]([CH2:10][CH2:11][C:12]([O:14][CH2:15][CH3:16])=[O:13])=[CH:9][C:5]([O:4][CH:1]([CH3:3])[CH3:2])=[N:6]1, predict the reactants needed to synthesize it. The reactants are: [CH:1]([O:4][C:5]1[CH:9]=[C:8]([CH2:10][CH2:11][C:12]([O:14][CH2:15][CH3:16])=[O:13])[NH:7][N:6]=1)([CH3:3])[CH3:2].[H-].[Na+].[Cl:19][C:20]1[CH:27]=[CH:26][CH:25]=[CH:24][C:21]=1[CH2:22]Cl.Cl. (6) Given the product [O:10]([C:5]1[C:6]([CH2:8][OH:9])=[N:7][CH:2]=[CH:3][CH:4]=1)[C:11]1[CH:12]=[CH:13][CH:14]=[CH:15][CH:16]=1, predict the reactants needed to synthesize it. The reactants are: Cl[C:2]1[N:7]=[C:6]([CH2:8][OH:9])[C:5]([O:10][C:11]2[CH:16]=[CH:15][CH:14]=[CH:13][CH:12]=2)=[CH:4][CH:3]=1. (7) Given the product [CH3:11][N:12]([C:17]([NH:16][CH2:15][C:5]1[CH:6]=[C:7]([C:4]2[CH:9]=[CH:8][CH:7]=[CH:6][CH:5]=2)[CH:8]=[CH:9][C:4]=1[CH3:10])=[O:18])[NH2:13], predict the reactants needed to synthesize it. The reactants are: [C-]#N.[Na+].[C:4]1([CH3:10])[CH:9]=[CH:8][CH:7]=[CH:6][CH:5]=1.[CH3:11][NH:12][NH2:13].O.[CH3:15][N:16](C)[CH:17]=[O:18]. (8) Given the product [CH2:7]1[CH:8]2[C:4]3([C:10]([NH:12][C:13]4[S:21][C:16]5[CH2:17][O:18][CH2:19][CH2:20][C:15]=5[C:14]=4[C:22]([NH:29][CH2:28][CH2:27][C:26]([F:31])([F:30])[F:25])=[O:23])=[O:11])[CH2:3][CH:2]([CH2:9][CH:6]1[CH2:5]3)[CH2:1]2, predict the reactants needed to synthesize it. The reactants are: [CH2:1]1[CH:8]2[C:4]3([C:10]([NH:12][C:13]4[S:21][C:16]5[CH2:17][O:18][CH2:19][CH2:20][C:15]=5[C:14]=4[C:22](O)=[O:23])=[O:11])[CH2:5][CH:6]([CH2:9][CH:2]1[CH2:3]3)[CH2:7]2.[F:25][C:26]([F:31])([F:30])[CH2:27][CH2:28][NH2:29].